Dataset: Reaction yield outcomes from USPTO patents with 853,638 reactions. Task: Predict the reaction yield, written as a fraction of the theoretical maximum amount of product (1.0 means a 100% yield; for example, 0.34 means a 34% yield). (1) The product is [CH3:1][C:2]1[N:7]=[C:6]([O:8][C:9]2[CH:10]=[CH:11][C:12]([CH:13]=[N:43][OH:44])=[CH:15][CH:16]=2)[CH:5]=[CH:4][C:3]=1[CH2:17][N:18]1[CH2:23][CH2:22][CH:21]([N:24]2[C@H:28]([C:29]3[CH:34]=[CH:33][CH:32]=[CH:31][CH:30]=3)[CH2:27][N:26]([CH:35]3[CH2:40][CH2:39][O:38][CH2:37][CH2:36]3)[C:25]2=[O:41])[CH2:20][CH2:19]1. The catalyst is CO. The reactants are [CH3:1][C:2]1[N:7]=[C:6]([O:8][C:9]2[CH:16]=[CH:15][C:12]([CH:13]=O)=[CH:11][CH:10]=2)[CH:5]=[CH:4][C:3]=1[CH2:17][N:18]1[CH2:23][CH2:22][CH:21]([N:24]2[C@H:28]([C:29]3[CH:34]=[CH:33][CH:32]=[CH:31][CH:30]=3)[CH2:27][N:26]([CH:35]3[CH2:40][CH2:39][O:38][CH2:37][CH2:36]3)[C:25]2=[O:41])[CH2:20][CH2:19]1.Cl.[NH2:43][OH:44]. The yield is 0.600. (2) The reactants are [N+:1]([C:4]1[CH:9]=[CH:8][C:7]([NH:10][C:11]2[CH:16]=[CH:15][C:14]([C:17]3[C:21]4[CH2:22][C:23]5[S:24][CH:25]=[CH:26][C:27]=5[C:20]=4[N:19](COCC[Si](C)(C)C)[N:18]=3)=[CH:13][CH:12]=2)=[CH:6][CH:5]=1)([O-])=O.Cl. The catalyst is CO.[Fe]. The product is [S:24]1[CH:25]=[CH:26][C:27]2[C:20]3[NH:19][N:18]=[C:17]([C:14]4[CH:13]=[CH:12][C:11]([NH:10][C:7]5[CH:8]=[CH:9][C:4]([NH2:1])=[CH:5][CH:6]=5)=[CH:16][CH:15]=4)[C:21]=3[CH2:22][C:23]1=2. The yield is 0.800. (3) The reactants are [CH2:1]([O:8][C:9](=[O:21])[NH:10][C@H:11]([C:16]1[N:17]=[N:18][NH:19][N:20]=1)[C:12]([CH3:15])([CH3:14])[CH3:13])[C:2]1[CH:7]=[CH:6][CH:5]=[CH:4][CH:3]=1.[C:22](=O)([O-])[O-].[K+].[K+].CI. The catalyst is CC(C)=O. The product is [CH2:1]([O:8][C:9](=[O:21])[NH:10][C@H:11]([C:16]1[N:20]=[N:19][N:18]([CH3:22])[N:17]=1)[C:12]([CH3:15])([CH3:14])[CH3:13])[C:2]1[CH:3]=[CH:4][CH:5]=[CH:6][CH:7]=1. The yield is 0.680.